Task: Predict the product of the given reaction.. Dataset: Forward reaction prediction with 1.9M reactions from USPTO patents (1976-2016) (1) Given the reactants [C:1](=[O:4])([O-])[O-:2].[K+].[K+].BrC[C:9]1[N:14]=[C:13]([C:15]([F:18])([F:17])[F:16])[N:12]=[C:11]([C:19]([O:21][CH2:22]C)=O)[CH:10]=1.Cl, predict the reaction product. The product is: [CH3:22][O:21][CH2:19][C:11]1[N:12]=[C:13]([C:15]([F:18])([F:16])[F:17])[N:14]=[C:9]([C:1]([OH:2])=[O:4])[CH:10]=1. (2) The product is: [C:5]1([C:4]#[C:3][CH2:2][CH:23]([CH2:22][CH2:21][C:15]2[CH:16]=[CH:17][CH:18]=[CH:19][CH:20]=2)[C:24]([O:26][CH3:27])=[O:25])[C:14]2[C:9](=[CH:10][CH:11]=[CH:12][CH:13]=2)[CH:8]=[CH:7][CH:6]=1. Given the reactants Br[CH2:2][C:3]#[C:4][C:5]1[C:14]2[C:9](=[CH:10][CH:11]=[CH:12][CH:13]=2)[CH:8]=[CH:7][CH:6]=1.[C:15]1([CH2:21][CH2:22][CH2:23][C:24]([O:26][CH3:27])=[O:25])[CH:20]=[CH:19][CH:18]=[CH:17][CH:16]=1, predict the reaction product.